Regression. Given a peptide amino acid sequence and an MHC pseudo amino acid sequence, predict their binding affinity value. This is MHC class II binding data. From a dataset of Peptide-MHC class II binding affinity with 134,281 pairs from IEDB. (1) The peptide sequence is MAVVHSVNSLVSSME. The MHC is DRB1_0101 with pseudo-sequence DRB1_0101. The binding affinity (normalized) is 0.875. (2) The peptide sequence is NLARTISEAGQAMAS. The MHC is HLA-DQA10301-DQB10302 with pseudo-sequence HLA-DQA10301-DQB10302. The binding affinity (normalized) is 0.277. (3) The peptide sequence is SQDLELSWNLNGLQGY. The MHC is DRB1_1302 with pseudo-sequence DRB1_1302. The binding affinity (normalized) is 0.631. (4) The peptide sequence is TKPSLFKVRNGGEIG. The MHC is DRB3_0202 with pseudo-sequence DRB3_0202. The binding affinity (normalized) is 0.371. (5) The peptide sequence is VALTLTSYLGLTQPF. The MHC is DRB1_0801 with pseudo-sequence DRB1_0801. The binding affinity (normalized) is 0.487. (6) The peptide sequence is AEAMSQVTNSATIMM. The MHC is DRB1_0101 with pseudo-sequence DRB1_0101. The binding affinity (normalized) is 0.